From a dataset of Full USPTO retrosynthesis dataset with 1.9M reactions from patents (1976-2016). Predict the reactants needed to synthesize the given product. (1) The reactants are: [CH3:1][C@H:2]1[CH2:6][CH2:5][CH2:4][N:3]1[C@H:7]1[CH2:11][CH2:10][N:9]([C:12]2[CH:13]=[C:14]3[C:19](=[CH:20][CH:21]=2)[CH2:18][NH:17][CH2:16][CH2:15]3)[CH2:8]1.[CH3:22][O:23][C:24]1[CH:32]=[CH:31][C:27]([C:28](Cl)=[O:29])=[CH:26][CH:25]=1.C(N(CC)CC)C. Given the product [CH3:22][O:23][C:24]1[CH:32]=[CH:31][C:27]([C:28]([N:17]2[CH2:16][CH2:15][C:14]3[C:19](=[CH:20][CH:21]=[C:12]([N:9]4[CH2:10][CH2:11][C@H:7]([N:3]5[CH2:4][CH2:5][CH2:6][C@@H:2]5[CH3:1])[CH2:8]4)[CH:13]=3)[CH2:18]2)=[O:29])=[CH:26][CH:25]=1, predict the reactants needed to synthesize it. (2) Given the product [CH3:1][O:2][C:3]1[CH:8]=[CH:7][C:6]([OH:9])=[C:5]([CH2:15][C:14]2[CH:17]=[CH:18][CH:19]=[C:12]([C:11]([F:10])([F:20])[F:21])[CH:13]=2)[CH:4]=1, predict the reactants needed to synthesize it. The reactants are: [CH3:1][O:2][C:3]1[CH:8]=[CH:7][C:6]([OH:9])=[CH:5][CH:4]=1.[F:10][C:11]([F:21])([F:20])[C:12]1[CH:13]=[C:14]([CH:17]=[CH:18][CH:19]=1)[CH2:15]Cl. (3) Given the product [C:4]1([C@H:3]2[CH2:2][O:12][C:11]([N:13]3[CH2:18][CH:17]=[C:16]([C:19]4[C:27]5[C:22](=[N:23][CH:24]=[CH:25][CH:26]=5)[NH:21][CH:20]=4)[CH2:15][CH2:14]3)=[N:10]2)[CH:5]=[CH:6][CH:7]=[CH:8][CH:9]=1, predict the reactants needed to synthesize it. The reactants are: O[CH2:2][C@@H:3]([NH:10][C:11]([N:13]1[CH2:18][CH:17]=[C:16]([C:19]2[C:27]3[C:22](=[N:23][CH:24]=[CH:25][CH:26]=3)[NH:21][CH:20]=2)[CH2:15][CH2:14]1)=[O:12])[C:4]1[CH:9]=[CH:8][CH:7]=[CH:6][CH:5]=1.II.C(N(CC)CC)C.C1(P(C2C=CC=CC=2)C2C=CC=CC=2)C=CC=CC=1. (4) Given the product [CH3:11][C:12]1([CH3:19])[CH2:17][CH:16]([C:3]([O:7][CH2:8][CH3:9])=[O:10])[C:15](=[O:18])[CH2:14][CH2:13]1, predict the reactants needed to synthesize it. The reactants are: [H-].[Na+].[C:3](=[O:10])([O:7][CH2:8][CH3:9])OCC.[CH3:11][C:12]1([CH3:19])[CH2:17][CH2:16][C:15](=[O:18])[CH2:14][CH2:13]1.[NH4+].[Cl-]. (5) Given the product [CH3:1][N:2]1[C:10]2[C:9]3=[C:11]([O:17][CH2:18][CH2:19][CH3:20])[S:12][C:13]([C:14]([NH2:23])=[O:15])=[C:8]3[CH2:7][CH2:6][C:5]=2[CH:4]=[N:3]1, predict the reactants needed to synthesize it. The reactants are: [CH3:1][N:2]1[C:10]2[C:9]3=[C:11]([O:17][CH2:18][CH2:19][CH3:20])[S:12][C:13]([C:14](O)=[O:15])=[C:8]3[CH2:7][CH2:6][C:5]=2[CH:4]=[N:3]1.CC[N:23]=C=NCCCN(C)C.O. (6) Given the product [N+:1]([C:4]1[CH:5]=[C:6]([CH2:7][C:12]#[N:13])[CH:9]=[CH:10][CH:11]=1)([O-:3])=[O:2], predict the reactants needed to synthesize it. The reactants are: [N+:1]([C:4]1[CH:5]=[C:6]([CH:9]=[CH:10][CH:11]=1)[CH2:7]Cl)([O-:3])=[O:2].[C-:12]#[N:13].[K+]. (7) Given the product [CH3:11][O:10][N:9]([CH3:8])[C:12](=[O:16])[CH2:13][CH2:14][CH3:15], predict the reactants needed to synthesize it. The reactants are: N1C=CC=CC=1.Cl.[CH3:8][NH:9][O:10][CH3:11].[C:12](Cl)(=[O:16])[CH2:13][CH2:14][CH3:15].